From a dataset of Forward reaction prediction with 1.9M reactions from USPTO patents (1976-2016). Predict the product of the given reaction. (1) Given the reactants Cl[C:2]1[CH:3]=[CH:4][N:5]2[C:10]([C:11]=1[CH3:12])=[C:9]([CH:13]1[CH2:15][CH2:14]1)[CH:8]=[C:7]([C:16]([O:18][CH3:19])=[O:17])[C:6]2=[O:20].CC1(C)C(C)(C)OB([C:29]2[CH:33]=[CH:32][N:31]([C:34]([O:36][C:37]([CH3:40])([CH3:39])[CH3:38])=[O:35])[CH:30]=2)O1, predict the reaction product. The product is: [C:37]([O:36][C:34]([N:31]1[CH:32]=[CH:33][C:29]([C:2]2[CH:3]=[CH:4][N:5]3[C:10]([C:11]=2[CH3:12])=[C:9]([CH:13]2[CH2:15][CH2:14]2)[CH:8]=[C:7]([C:16]([O:18][CH3:19])=[O:17])[C:6]3=[O:20])=[CH:30]1)=[O:35])([CH3:40])([CH3:38])[CH3:39]. (2) Given the reactants NC1SC2C3C(CC=2C=1[C:14]([NH2:16])=[O:15])=CC=CC=3.FC(F)(F)C(O)=O.[NH2:24][C:25]1[S:29][C:28]2[C:30]3[C:35]([CH2:36][CH2:37][C:27]=2[C:26]=1[C:39]([NH2:41])=[O:40])=[CH:34][C:33]([Br:38])=[CH:32][CH:31]=3, predict the reaction product. The product is: [Br:38][C:33]1[CH:34]=[C:35]2[C:30](=[CH:31][CH:32]=1)[C:28]1[S:29][C:25]([NH:24][C:14]([NH2:16])=[O:15])=[C:26]([C:39]([NH2:41])=[O:40])[C:27]=1[CH2:37][CH2:36]2. (3) Given the reactants [Cl:1][C:2]1[N:3]=[C:4]([CH:7](O)[C:8]2[NH:9][C:10]([C:21]3[CH:26]=[CH:25][CH:24]=[C:23]([F:27])[CH:22]=3)=[C:11]3[C:16](=[O:17])[N:15]([CH3:18])[C:14](=[O:19])[N:13]([CH3:20])[C:12]=23)[S:5][CH:6]=1.[CH2:29]([Sn](CCCC)(CCCC)CCCC)[CH:30]=[CH2:31], predict the reaction product. The product is: [Cl:1][C:2]1[N:3]=[C:4]([CH:7]([C:8]2[NH:9][C:10]([C:21]3[CH:26]=[CH:25][CH:24]=[C:23]([F:27])[CH:22]=3)=[C:11]3[C:16](=[O:17])[N:15]([CH3:18])[C:14](=[O:19])[N:13]([CH3:20])[C:12]=23)[CH2:31][CH:30]=[CH2:29])[S:5][CH:6]=1. (4) The product is: [Br:29][C:30]1[CH:35]=[C:34]([F:36])[CH:33]=[CH:32][C:31]=1[S:37]([N:15]([CH3:16])[CH2:14][CH2:13][CH2:12][NH:11][C:9](=[O:10])[C@@H:8]([NH:17][C:18]([C:20]1[S:21][C:22]2[CH:28]=[CH:27][CH:26]=[CH:25][C:23]=2[CH:24]=1)=[O:19])[CH2:7][CH:1]1[CH2:6][CH2:5][CH2:4][CH2:3][CH2:2]1)(=[O:39])=[O:38]. Given the reactants [CH:1]1([CH2:7][C@H:8]([NH:17][C:18]([C:20]2[S:21][C:22]3[CH:28]=[CH:27][CH:26]=[CH:25][C:23]=3[CH:24]=2)=[O:19])[C:9]([NH:11][CH2:12][CH2:13][CH2:14][NH:15][CH3:16])=[O:10])[CH2:6][CH2:5][CH2:4][CH2:3][CH2:2]1.[Br:29][C:30]1[CH:35]=[C:34]([F:36])[CH:33]=[CH:32][C:31]=1[S:37](Cl)(=[O:39])=[O:38].C(N(CC)CC)C, predict the reaction product. (5) Given the reactants [CH3:1][C:2]1[CH:3]=[N:4][C:5]([CH2:11][S+:12]([O-:24])[C:13]2[N-:14][C:15]3[CH:16]=[CH:17][C:18]([O:22][CH3:23])=[CH:19][C:20]=3[N:21]=2)=[C:6]([CH3:10])[C:7]=1[O:8][CH3:9].[CH3:25][C:26]1[CH:27]=[N:28][C:29]([CH2:35][S+:36]([O-:48])[C:37]2[N-:38][C:39]3[CH:40]=[CH:41][C:42]([O:46][CH3:47])=[CH:43][C:44]=3[N:45]=2)=[C:30]([CH3:34])[C:31]=1[O:32][CH3:33].[Mg+2:49], predict the reaction product. The product is: [CH3:1][C:2]1[C:7]([O:8][CH3:9])=[C:6]([CH3:10])[C:5]([CH2:11][S@@:12]([C:13]2[N-:14][C:15]3[CH:16]=[CH:17][C:18]([O:22][CH3:23])=[CH:19][C:20]=3[N:21]=2)=[O:24])=[N:4][CH:3]=1.[CH3:25][C:26]1[C:31]([O:32][CH3:33])=[C:30]([CH3:34])[C:29]([CH2:35][S@@:36]([C:37]2[N-:38][C:39]3[CH:40]=[CH:41][C:42]([O:46][CH3:47])=[CH:43][C:44]=3[N:45]=2)=[O:48])=[N:28][CH:27]=1.[Mg+2:49].